From a dataset of Catalyst prediction with 721,799 reactions and 888 catalyst types from USPTO. Predict which catalyst facilitates the given reaction. Reactant: Br[C:2]1[CH:7]=[CH:6][CH:5]=[CH:4][C:3]=1[O:8][CH2:9][CH2:10][O:11][CH3:12].[CH3:13][O:14][C:15]1[CH:40]=[CH:39][C:18]([CH2:19][N:20]([C:34]2[S:35][CH:36]=[CH:37][N:38]=2)[S:21]([C:24]2[CH:25]=[CH:26][C:27]3[NH:32][CH2:31][CH2:30][O:29][C:28]=3[CH:33]=2)(=[O:23])=[O:22])=[CH:17][CH:16]=1.CC1(C)C2C(=C(P(C3C=CC=CC=3)C3C=CC=CC=3)C=CC=2)OC2C(P(C3C=CC=CC=3)C3C=CC=CC=3)=CC=CC1=2.CC(C)([O-])C.[Na+]. Product: [CH3:13][O:14][C:15]1[CH:16]=[CH:17][C:18]([CH2:19][N:20]([C:34]2[S:35][CH:36]=[CH:37][N:38]=2)[S:21]([C:24]2[CH:25]=[CH:26][C:27]3[N:32]([C:2]4[CH:7]=[CH:6][CH:5]=[CH:4][C:3]=4[O:8][CH2:9][CH2:10][O:11][CH3:12])[CH2:31][CH2:30][O:29][C:28]=3[CH:33]=2)(=[O:23])=[O:22])=[CH:39][CH:40]=1. The catalyst class is: 101.